From a dataset of Forward reaction prediction with 1.9M reactions from USPTO patents (1976-2016). Predict the product of the given reaction. (1) Given the reactants [C:1]([O:7][CH2:8][CH3:9])(=O)[CH2:2]CCC.Cl[C:11]1[C:16]([CH2:17][CH2:18][CH3:19])=[CH:15][N:14]=[C:13](S(C)(=O)=O)N=1.C(OCC)(=[O:30])CCCCC.C(C1C(Cl)=NC([S:44]([CH3:47])(=[O:46])=[O:45])=NC=1)CCC.FC1C=[C:76](F)[CH:75]=[CH:74][C:51]=1[O:52][C:53]1[C:54](C2C=C(OC)C(=O)N(C)C=2)=NC(CS(C)(=O)=O)=N[CH:58]=1.CN1C=C(B2OC(C)(C)C(C)(C)O2)C=CC1=O.ClC1C(=O)N(C)C=C(C2C=C(NS(CC)(=O)=O)C=CC=2OC2C=CC(F)=CC=2F)C=1, predict the reaction product. The product is: [CH:74]1([CH2:51][O:52][C:53]2[CH:58]=[C:15]([C:16]3[C:11]4[CH:9]=[CH:8][O:7][C:1]=4[C:2](=[O:30])[N:18]([CH3:19])[CH:17]=3)[CH:14]=[C:13]([S:44]([CH3:47])(=[O:45])=[O:46])[CH:54]=2)[CH2:75][CH2:76]1. (2) Given the reactants [C:1]([C:3]1[CH:11]=[CH:10][C:6]([C:7](Cl)=[O:8])=[CH:5][CH:4]=1)#[N:2].[CH2:12]([NH:19][C:20]([C:22]1[S:26][C:25]([NH2:27])=[N:24][C:23]=1[CH3:28])=[O:21])[C:13]1[CH:18]=[CH:17][CH:16]=[CH:15][CH:14]=1, predict the reaction product. The product is: [CH2:12]([NH:19][C:20]([C:22]1[S:26][C:25]([NH:27][C:7](=[O:8])[C:6]2[CH:10]=[CH:11][C:3]([C:1]#[N:2])=[CH:4][CH:5]=2)=[N:24][C:23]=1[CH3:28])=[O:21])[C:13]1[CH:18]=[CH:17][CH:16]=[CH:15][CH:14]=1. (3) Given the reactants [C:1]([N:8]1[CH2:16][CH2:15][CH2:14][C@H:10]([C:11]([OH:13])=O)[CH2:9]1)([O:3][C:4]([CH3:7])([CH3:6])[CH3:5])=[O:2].[Cl:17][C:18]1[CH:19]=[C:20]([C:23]([NH:25]O)=[NH:24])[NH:21][CH:22]=1.C1C=NC2N(O)N=NC=2C=1.CCN=C=NCCCN(C)C.Cl, predict the reaction product. The product is: [C:4]([O:3][C:1]([N:8]1[CH2:16][CH2:15][CH2:14][C@H:10]([C:11]2[O:13][N:25]=[C:23]([C:20]3[NH:21][CH:22]=[C:18]([Cl:17])[CH:19]=3)[N:24]=2)[CH2:9]1)=[O:2])([CH3:5])([CH3:6])[CH3:7]. (4) Given the reactants [C:1]1([O:7][C:8]2[CH:18]=[CH:17][C:11]3[CH2:12][CH2:13][NH:14][CH2:15][CH2:16][C:10]=3[CH:9]=2)[CH:6]=[CH:5][CH:4]=[CH:3][CH:2]=1.[CH:19]1([CH:22]=O)[CH2:21][CH2:20]1, predict the reaction product. The product is: [CH:19]1([CH2:22][N:14]2[CH2:13][CH2:12][C:11]3[CH:17]=[CH:18][C:8]([O:7][C:1]4[CH:6]=[CH:5][CH:4]=[CH:3][CH:2]=4)=[CH:9][C:10]=3[CH2:16][CH2:15]2)[CH2:21][CH2:20]1.